Dataset: Reaction yield outcomes from USPTO patents with 853,638 reactions. Task: Predict the reaction yield, written as a fraction of the theoretical maximum amount of product (1.0 means a 100% yield; for example, 0.34 means a 34% yield). (1) The reactants are [NH2:1][C:2]([C:9]1[CH:14]=[CH:13][CH:12]=[CH:11][CH:10]=1)([CH:6]([CH3:8])[CH3:7])[C:3](O)=[O:4].[OH-].[K+].[CH3:17][N:18]=[C:19]=[S:20].Cl. The catalyst is C(O)(C)(C)C.O. The product is [CH:6]([C:2]1([C:9]2[CH:14]=[CH:13][CH:12]=[CH:11][CH:10]=2)[NH:1][C:19](=[S:20])[N:18]([CH3:17])[C:3]1=[O:4])([CH3:8])[CH3:7]. The yield is 0.500. (2) The reactants are Cl.[Br:2][C:3]1[CH:4]=[C:5]([NH:9][NH2:10])[CH:6]=[CH:7][CH:8]=1.[CH3:11][C:12]([CH3:19])([CH3:18])[C:13](=O)[CH2:14][C:15]#[N:16]. The catalyst is C(O)C. The product is [Br:2][C:3]1[CH:4]=[C:5]([N:9]2[C:15]([NH2:16])=[CH:14][C:13]([C:12]([CH3:19])([CH3:18])[CH3:11])=[N:10]2)[CH:6]=[CH:7][CH:8]=1. The yield is 0.540. (3) The reactants are [N:1]([CH:4]([CH2:7][OH:8])[CH2:5][OH:6])=[N+:2]=[N-:3].C[O:10][C:11]([C:16]1[CH:21]=[CH:20][CH:19]=[CH:18][CH:17]=1)(OC)OC.O. The catalyst is C(Cl)Cl.O.C1(C)C=CC(S(O)(=O)=O)=CC=1. The product is [C:11]([O:6][CH2:5][CH:4]([N:1]=[N+:2]=[N-:3])[CH2:7][OH:8])(=[O:10])[C:16]1[CH:21]=[CH:20][CH:19]=[CH:18][CH:17]=1. The yield is 0.930. (4) The reactants are [C:1]([C:5]1[CH:10]=[CH:9][C:8]([C:11]2[CH:12]=[C:13]3[C:17](=[CH:18][CH:19]=2)[N:16]([C:20]2[CH:25]=[CH:24][C:23]([O:26][CH:27]4[CH2:31][CH2:30][CH2:29][CH2:28]4)=[CH:22][CH:21]=2)[C:15]([C:32](Cl)=[O:33])=[CH:14]3)=[CH:7][CH:6]=1)([CH3:4])([CH3:3])[CH3:2].[NH2:35][CH2:36][CH2:37][S:38]([OH:41])(=[O:40])=[O:39]. The catalyst is N1C=CC=CC=1. The product is [C:1]([C:5]1[CH:10]=[CH:9][C:8]([C:11]2[CH:12]=[C:13]3[C:17](=[CH:18][CH:19]=2)[N:16]([C:20]2[CH:25]=[CH:24][C:23]([O:26][CH:27]4[CH2:31][CH2:30][CH2:29][CH2:28]4)=[CH:22][CH:21]=2)[C:15]([C:32]([NH:35][CH2:36][CH2:37][S:38]([OH:41])(=[O:40])=[O:39])=[O:33])=[CH:14]3)=[CH:7][CH:6]=1)([CH3:4])([CH3:3])[CH3:2]. The yield is 0.370. (5) The reactants are [CH:1]([C:3]1[CH:4]=[C:5]([CH:8]=[CH:9][CH:10]=1)[C:6]#[N:7])=O.Cl.[NH2:12][OH:13]. The catalyst is C(Cl)Cl. The product is [OH:13][N:12]=[CH:1][C:3]1[CH:4]=[C:5]([CH:8]=[CH:9][CH:10]=1)[C:6]#[N:7]. The yield is 0.800.